This data is from Full USPTO retrosynthesis dataset with 1.9M reactions from patents (1976-2016). The task is: Predict the reactants needed to synthesize the given product. (1) Given the product [NH2:36][CH:3]([C:2]([F:47])([F:48])[F:1])[C:4]([NH:6][C@@:7]([C:22]1[CH:27]=[C:26]([O:28][C:29]([F:34])([F:33])[CH:30]([F:32])[F:31])[CH:25]=[C:24]([F:35])[CH:23]=1)([C:15]1[CH:16]=[CH:17][C:18]([F:21])=[CH:19][CH:20]=1)[CH2:8][C:9]1[CH:10]=[CH:11][CH:12]=[CH:13][CH:14]=1)=[O:5], predict the reactants needed to synthesize it. The reactants are: [F:1][C:2]([F:48])([F:47])[CH:3]([NH:36]C(=O)OCC1C=CC=CC=1)[C:4]([NH:6][C@@:7]([C:22]1[CH:27]=[C:26]([O:28][C:29]([F:34])([F:33])[CH:30]([F:32])[F:31])[CH:25]=[C:24]([F:35])[CH:23]=1)([C:15]1[CH:20]=[CH:19][C:18]([F:21])=[CH:17][CH:16]=1)[CH2:8][C:9]1[CH:14]=[CH:13][CH:12]=[CH:11][CH:10]=1)=[O:5].[Si](I)(C)(C)C. (2) Given the product [Cl:20][C:6]1[N:7]2[CH2:12][CH2:11][NH:10][CH2:9][C:8]2=[C:4]([C:1]([NH2:2])=[O:3])[C:5]=1[C:21]1[CH:26]=[CH:25][CH:24]=[C:23]([C:27]#[N:28])[CH:22]=1, predict the reactants needed to synthesize it. The reactants are: [C:1]([C:4]1[C:5]([C:21]2[CH:26]=[CH:25][CH:24]=[C:23]([C:27]#[N:28])[CH:22]=2)=[C:6]([Cl:20])[N:7]2[CH2:12][CH2:11][N:10](C(OC(C)(C)C)=O)[CH2:9][C:8]=12)(=[O:3])[NH2:2].FC(F)(F)C(O)=O. (3) Given the product [CH2:27]([O:14][C:2]1[N:3]=[N:4][CH:5]=[C:6]([N:8]2[CH:12]=[CH:11][C:10]([I:13])=[N:9]2)[CH:7]=1)[CH3:28], predict the reactants needed to synthesize it. The reactants are: Cl[C:2]1[N:3]=[N:4][CH:5]=[C:6]([N:8]2[CH:12]=[CH:11][C:10]([I:13])=[N:9]2)[CH:7]=1.[OH:14]S(C(F)(F)F)(=O)=O.C(N([CH2:27][CH3:28])CC)C. (4) Given the product [ClH:65].[N:21]1([C:24]2[C:25](=[O:30])[N:26]([CH2:46][CH2:47][O:10][C:3]3[CH:4]=[C:5]([F:9])[C:6]([F:8])=[CH:7][C:2]=3[F:1])[CH:27]=[CH:28][N:29]=2)[CH2:20][CH2:19][NH:18][CH2:23][CH2:22]1, predict the reactants needed to synthesize it. The reactants are: [F:1][C:2]1[CH:7]=[C:6]([F:8])[C:5]([F:9])=[CH:4][C:3]=1[OH:10].C(OC([N:18]1[CH2:23][CH2:22][N:21]([C:24]2[C:25]([O:30]CCO)=[N:26][CH:27]=[CH:28][N:29]=2)[CH2:20][CH2:19]1)=O)(C)(C)C.CN(C(/N=N/C(N(C)C)=O)=O)C.[C:46]1(P(C2C=CC=CC=2)C2C=CC=CC=2)C=CC=C[CH:47]=1.[Cl:65]CCl. (5) Given the product [CH3:17][O:16][C:14]([C:7]1[C:11]([Br:12])=[CH:10][S:9][CH:8]=1)=[O:15], predict the reactants needed to synthesize it. The reactants are: C([Mg]Cl)(C)C.Br[C:7]1[C:11]([Br:12])=[CH:10][S:9][CH:8]=1.Cl[C:14]([O:16][CH3:17])=[O:15]. (6) Given the product [NH2:16][C:11]1[CH:12]=[C:13]([Br:15])[CH:14]=[C:9]([O:8][CH2:1][C:2]2[CH:7]=[CH:6][CH:5]=[CH:4][CH:3]=2)[C:10]=1[NH:19][C:20]([CH:22]1[CH2:24][CH2:23]1)=[O:21], predict the reactants needed to synthesize it. The reactants are: [CH2:1]([O:8][C:9]1[CH:14]=[C:13]([Br:15])[CH:12]=[C:11]([N+:16]([O-])=O)[C:10]=1[NH:19][C:20]([CH:22]1[CH2:24][CH2:23]1)=[O:21])[C:2]1[CH:7]=[CH:6][CH:5]=[CH:4][CH:3]=1.C.O.NN.